Dataset: Catalyst prediction with 721,799 reactions and 888 catalyst types from USPTO. Task: Predict which catalyst facilitates the given reaction. Reactant: [CH3:1][N:2]1[C:6](B(O)O)=[CH:5][CH:4]=[N:3]1.[Cl:10][C:11]1[N:12]=[C:13]([C:17]([NH:19][C@H:20]([CH2:30][N:31]2[C:39](=[O:40])[C:38]3[C:33](=[CH:34][CH:35]=[CH:36][CH:37]=3)[C:32]2=[O:41])[CH2:21][C:22]2[CH:27]=[CH:26][C:25]([F:28])=[C:24]([F:29])[CH:23]=2)=[O:18])[NH:14][C:15]=1Cl.C([O-])([O-])=O.[Na+].[Na+]. Product: [Cl:10][C:11]1[N:12]=[C:13]([C:17]([NH:19][C@H:20]([CH2:30][N:31]2[C:32](=[O:41])[C:33]3[C:38](=[CH:37][CH:36]=[CH:35][CH:34]=3)[C:39]2=[O:40])[CH2:21][C:22]2[CH:27]=[CH:26][C:25]([F:28])=[C:24]([F:29])[CH:23]=2)=[O:18])[NH:14][C:15]=1[C:6]1[N:2]([CH3:1])[N:3]=[CH:4][CH:5]=1. The catalyst class is: 75.